Dataset: Forward reaction prediction with 1.9M reactions from USPTO patents (1976-2016). Task: Predict the product of the given reaction. (1) Given the reactants [C:1]([N:4]1[CH2:9][CH2:8][N:7]([C:10]2[CH:11]=[CH:12][C:13]([NH:16][C:17](=[O:30])[CH2:18][C:19]3[CH:24]=[CH:23][C:22](Br)=[C:21]([C:26]([F:29])([F:28])[F:27])[CH:20]=3)=[N:14][CH:15]=2)[CH2:6][CH2:5]1)(=[O:3])[CH3:2].[CH3:31][C:32]1[CH:37]=[C:36](B(O)O)[CH:35]=[CH:34][N:33]=1.C1(C)C=CC=CC=1.C(=O)([O-])[O-].[Na+].[Na+], predict the reaction product. The product is: [C:1]([N:4]1[CH2:9][CH2:8][N:7]([C:10]2[CH:11]=[CH:12][C:13]([NH:16][C:17](=[O:30])[CH2:18][C:19]3[CH:24]=[CH:23][C:22]([C:36]4[CH:35]=[CH:34][N:33]=[C:32]([CH3:31])[CH:37]=4)=[C:21]([C:26]([F:29])([F:28])[F:27])[CH:20]=3)=[N:14][CH:15]=2)[CH2:6][CH2:5]1)(=[O:3])[CH3:2]. (2) Given the reactants C(O[C:6](=O)[NH:7][CH2:8][C:9]1[CH:14]=[CH:13][C:12]([C:15]([N:17]2[CH2:22][CH2:21][N:20]([CH3:23])[CH2:19][CH2:18]2)=[O:16])=[CH:11][CH:10]=1)(C)(C)C.[H-].[Na+].CI.C(O)(C(F)(F)F)=O, predict the reaction product. The product is: [CH3:6][NH:7][CH2:8][C:9]1[CH:14]=[CH:13][C:12]([C:15]([N:17]2[CH2:18][CH2:19][N:20]([CH3:23])[CH2:21][CH2:22]2)=[O:16])=[CH:11][CH:10]=1. (3) Given the reactants C(OC([N:8]1[CH2:13][CH2:12][CH:11]([C:14]2[N:23]3[C:17]([CH2:18][O:19][CH2:20][C:21]4[CH:27]=[C:26]([Cl:28])[CH:25]=[CH:24][C:22]=43)=[N:16][N:15]=2)[CH2:10][CH2:9]1)=O)(C)(C)C.Cl, predict the reaction product. The product is: [Cl:28][C:26]1[CH:25]=[CH:24][C:22]2[N:23]3[C:17]([CH2:18][O:19][CH2:20][C:21]=2[CH:27]=1)=[N:16][N:15]=[C:14]3[CH:11]1[CH2:10][CH2:9][NH:8][CH2:13][CH2:12]1. (4) Given the reactants Br[C:2]1[CH:3]=[CH:4][C:5]([NH:8][C:9](=[O:26])[CH:10]([NH:14][C:15](=[O:25])[CH2:16][C:17]2[CH:22]=[C:21]([F:23])[CH:20]=[C:19]([F:24])[CH:18]=2)[CH2:11][CH2:12][CH3:13])=[N:6][CH:7]=1.[CH3:27][C:28]([CH:30]=[CH2:31])=[O:29].C(N(C(C)C)CC)(C)C.C1(C)C=CC=CC=1P(C1C=CC=CC=1C)C1C=CC=CC=1C, predict the reaction product. The product is: [O:29]=[C:28]([CH3:27])[CH:30]=[CH:31][C:2]1[CH:3]=[CH:4][C:5]([NH:8][C:9](=[O:26])[CH:10]([NH:14][C:15](=[O:25])[CH2:16][C:17]2[CH:22]=[C:21]([F:23])[CH:20]=[C:19]([F:24])[CH:18]=2)[CH2:11][CH2:12][CH3:13])=[N:6][CH:7]=1. (5) Given the reactants [F:1][C:2]1[CH:27]=[CH:26][C:5]([CH2:6][O:7][C:8]2[C:17]3[C:16]([CH3:19])([CH3:18])[CH2:15][CH2:14][C:13]([CH3:21])([CH3:20])[C:12]=3[CH:11]=[C:10]([CH:22]([OH:25])[C:23]#[CH:24])[CH:9]=2)=[CH:4][CH:3]=1.I[C:29]1[CH:37]=[CH:36][C:32]([C:33]([OH:35])=[O:34])=[CH:31][CH:30]=1, predict the reaction product. The product is: [F:1][C:2]1[CH:3]=[CH:4][C:5]([CH2:6][O:7][C:8]2[C:17]3[C:16]([CH3:18])([CH3:19])[CH2:15][CH2:14][C:13]([CH3:21])([CH3:20])[C:12]=3[CH:11]=[C:10]([CH:22]([OH:25])[C:23]#[C:24][C:29]3[CH:37]=[CH:36][C:32]([C:33]([OH:35])=[O:34])=[CH:31][CH:30]=3)[CH:9]=2)=[CH:26][CH:27]=1. (6) Given the reactants [Cl:1][C:2]1[CH:7]=[CH:6][C:5]([C:8]2[CH:9]=[N:10][CH:11]=[C:12]3[C:17]=2[N:16]=[C:15]([C:18]([OH:20])=O)[CH:14]=[CH:13]3)=[CH:4][CH:3]=1.C(N(CC)C(C)C)(C)C.F[P-](F)(F)(F)(F)F.N1(OC(N(C)C)=[N+](C)C)[C:41]2[N:42]=[CH:43][CH:44]=C[C:40]=2[N:39]=N1.N1CCNCC1, predict the reaction product. The product is: [Cl:1][C:2]1[CH:3]=[CH:4][C:5]([C:8]2[CH:9]=[N:10][CH:11]=[C:12]3[C:17]=2[N:16]=[C:15]([C:18]([N:39]2[CH2:40][CH2:41][NH:42][CH2:43][CH2:44]2)=[O:20])[CH:14]=[CH:13]3)=[CH:6][CH:7]=1. (7) Given the reactants [CH3:1][C:2]1([CH2:7][CH2:8][CH2:9][CH2:10][N:11]2[CH:15]=[CH:14][C:13]([NH2:16])=[N:12]2)[O:6]CCO1.[Cl:17][C:18]1[CH:23]=[CH:22][CH:21]=[CH:20][C:19]=1/[CH:24]=[CH:25]/[C:26](O)=[O:27], predict the reaction product. The product is: [Cl:17][C:18]1[CH:23]=[CH:22][CH:21]=[CH:20][C:19]=1/[CH:24]=[CH:25]/[C:26]([NH:16][C:13]1[CH:14]=[CH:15][N:11]([CH2:10][CH2:9][CH2:8][CH2:7][C:2](=[O:6])[CH3:1])[N:12]=1)=[O:27].